This data is from Full USPTO retrosynthesis dataset with 1.9M reactions from patents (1976-2016). The task is: Predict the reactants needed to synthesize the given product. (1) Given the product [NH:1]1[CH2:2][CH2:3][C:4]2([C:12]3[C:7](=[CH:8][CH:9]=[CH:10][CH:11]=3)[CH2:6][CH2:5]2)[NH:13][C:14]1=[S:15], predict the reactants needed to synthesize it. The reactants are: [NH2:1][CH2:2][CH2:3][C:4]1([NH2:13])[C:12]2[C:7](=[CH:8][CH:9]=[CH:10][CH:11]=2)[CH2:6][CH2:5]1.[C:14](=S)=[S:15].N(CCO)(CCO)CCO. (2) Given the product [CH:1]1([C:4]([CH:6]2[C:11](=[O:12])[O:10][C:9]([CH3:14])([CH3:13])[O:8][C:7]2=[O:15])([CH3:5])[C:16]#[N:17])[CH2:3][CH2:2]1, predict the reactants needed to synthesize it. The reactants are: [CH:1]1([C:4](=[C:6]2[C:11](=[O:12])[O:10][C:9]([CH3:14])([CH3:13])[O:8][C:7]2=[O:15])[CH3:5])[CH2:3][CH2:2]1.[C-:16]#[N:17].[K+]. (3) Given the product [Cl:1][C:2]1[CH:8]=[CH:7][C:5]2[NH:6][C:20](=[O:21])[O:19][C@:9]([C:14]#[C:15][CH:16]3[CH2:18][CH2:17]3)([C:10]([F:12])([F:13])[F:11])[C:4]=2[CH:3]=1, predict the reactants needed to synthesize it. The reactants are: [Cl:1][C:2]1[CH:8]=[CH:7][C:5]([NH2:6])=[C:4]([C@@:9]([OH:19])([C:14]#[C:15][CH:16]2[CH2:18][CH2:17]2)[C:10]([F:13])([F:12])[F:11])[CH:3]=1.[C:20](N1C=CN=C1)(N1C=CN=C1)=[O:21]. (4) The reactants are: [CH3:1][O:2][C:3]1[CH:12]=[CH:11][C:10]2[NH:9][C:8](=[O:13])[C:7]3[S:14][CH:15]=[CH:16][C:6]=3[C:5]=2[C:4]=1[C:17]1[CH:22]=[CH:21][C:20]([C@H:23]([N:25]([CH3:33])[C:26](=[O:32])[O:27][C:28]([CH3:31])([CH3:30])[CH3:29])[CH3:24])=[CH:19][CH:18]=1.C1C(=O)N([Br:41])C(=O)C1. Given the product [Br:41][C:11]1[C:10]2[NH:9][C:8](=[O:13])[C:7]3[S:14][CH:15]=[CH:16][C:6]=3[C:5]=2[C:4]([C:17]2[CH:22]=[CH:21][C:20]([C@H:23]([N:25]([CH3:33])[C:26](=[O:32])[O:27][C:28]([CH3:29])([CH3:31])[CH3:30])[CH3:24])=[CH:19][CH:18]=2)=[C:3]([O:2][CH3:1])[CH:12]=1, predict the reactants needed to synthesize it. (5) Given the product [C:5]([N:26]1[CH2:27][CH2:28][CH:23]([NH:22][C:17]2[CH:16]=[C:15]([N:12]3[CH2:11][CH2:10][N:9]([CH3:8])[CH2:14][CH2:13]3)[N:20]=[C:19]([NH2:21])[N:18]=2)[CH2:24][CH2:25]1)(=[O:7])[CH3:6], predict the reactants needed to synthesize it. The reactants are: C(O[C:5](=[O:7])[CH3:6])(=O)C.[CH3:8][N:9]1[CH2:14][CH2:13][N:12]([C:15]2[N:20]=[C:19]([NH2:21])[N:18]=[C:17]([NH:22][CH:23]3[CH2:28][CH2:27][NH:26][CH2:25][CH2:24]3)[CH:16]=2)[CH2:11][CH2:10]1.CCN(C(C)C)C(C)C. (6) The reactants are: [N+:1]([C:4]1[CH:5]=[CH:6][C:7]2[O:12][C@:11]([CH3:18])([CH:13]([O:16][CH3:17])[O:14][CH3:15])[C@@H:10]3[O:19][C@@H:9]3[C:8]=2[CH:20]=1)([O-:3])=[O:2].[Cl:21][C:22]1[CH:27]=[CH:26][C:25]([NH:28][CH2:29][C:30]2[NH:31][CH:32]=[CH:33][N:34]=2)=[CH:24][CH:23]=1. Given the product [N+:1]([C:4]1[CH:5]=[CH:6][C:7]2[O:12][C@:11]([CH3:18])([CH:13]([O:16][CH3:17])[O:14][CH3:15])[C@H:10]([OH:19])[C@@H:9]([N:28]([C:25]3[CH:26]=[CH:27][C:22]([Cl:21])=[CH:23][CH:24]=3)[CH2:29][C:30]3[NH:31][CH:32]=[CH:33][N:34]=3)[C:8]=2[CH:20]=1)([O-:3])=[O:2], predict the reactants needed to synthesize it. (7) Given the product [O:1]=[C:2]1[C:11]2[C:6](=[CH:7][CH:8]=[CH:9][CH:10]=2)[CH2:5][C:4](=[O:12])[N:3]1[CH2:13][C:14]([Cl:17])=[O:16], predict the reactants needed to synthesize it. The reactants are: [O:1]=[C:2]1[C:11]2[C:6](=[CH:7][CH:8]=[CH:9][CH:10]=2)[CH2:5][C:4](=[O:12])[N:3]1[CH2:13][C:14]([OH:16])=O.[Cl:17]C(Cl)OCC.